This data is from Catalyst prediction with 721,799 reactions and 888 catalyst types from USPTO. The task is: Predict which catalyst facilitates the given reaction. (1) Reactant: Cl[C:2]1[C:10]2[NH:9][C:8]3[CH2:11][CH2:12][N:13]([CH3:15])[CH2:14][C:7]=3[C:6]=2[CH:5]=[CH:4][CH:3]=1.CC(C)([O-])C.[Na+].[N:22]1[CH:27]=[CH:26][C:25]([CH2:28][NH2:29])=[CH:24][CH:23]=1. Product: [CH3:15][N:13]1[CH2:12][CH2:11][C:8]2[NH:9][C:10]3[C:6]([C:7]=2[CH2:14]1)=[CH:5][CH:4]=[CH:3][C:2]=3[NH:29][CH2:28][C:25]1[CH:26]=[CH:27][N:22]=[CH:23][CH:24]=1. The catalyst class is: 167. (2) Reactant: [C:1]([Cl:6])(=O)[C:2](Cl)=[O:3].[CH3:7][O:8][C:9]1[CH:19]=[CH:18][C:12]([CH2:13][NH:14][CH2:15][C:16]#[N:17])=[CH:11][CH:10]=1.[ClH:20].C(N(CC)CC)C. Product: [Cl:6][C:1]1[C:2](=[O:3])[N:14]([CH2:13][C:12]2[CH:18]=[CH:19][C:9]([O:8][CH3:7])=[CH:10][CH:11]=2)[CH:15]=[C:16]([Cl:20])[N:17]=1. The catalyst class is: 159. (3) Reactant: [O-]CC.[Na+].[CH3:5][N:6]1[CH2:11][CH2:10][CH:9]([CH2:12][CH2:13][CH2:14][NH:15][C:16]([NH2:18])=[NH:17])[CH2:8][CH2:7]1.Cl.[C:20]([C:23](=[CH:26]OCC)[C:24]#[N:25])(=O)[CH3:21]. Product: [CH3:21][C:20]1[C:23]([C:24]#[N:25])=[CH:26][N:18]=[C:16]([NH:15][CH2:14][CH2:13][CH2:12][CH:9]2[CH2:8][CH2:7][N:6]([CH3:5])[CH2:11][CH2:10]2)[N:17]=1. The catalyst class is: 8.